From a dataset of NCI-60 drug combinations with 297,098 pairs across 59 cell lines. Regression. Given two drug SMILES strings and cell line genomic features, predict the synergy score measuring deviation from expected non-interaction effect. (1) Drug 1: CC1=C2C(C(=O)C3(C(CC4C(C3C(C(C2(C)C)(CC1OC(=O)C(C(C5=CC=CC=C5)NC(=O)OC(C)(C)C)O)O)OC(=O)C6=CC=CC=C6)(CO4)OC(=O)C)OC)C)OC. Drug 2: CC12CCC(CC1=CCC3C2CCC4(C3CC=C4C5=CN=CC=C5)C)O. Cell line: SF-268. Synergy scores: CSS=61.8, Synergy_ZIP=20.9, Synergy_Bliss=21.0, Synergy_Loewe=5.20, Synergy_HSA=20.5. (2) Cell line: UO-31. Drug 2: C1=CN(C=N1)CC(O)(P(=O)(O)O)P(=O)(O)O. Synergy scores: CSS=19.9, Synergy_ZIP=-6.09, Synergy_Bliss=1.65, Synergy_Loewe=-13.4, Synergy_HSA=0.872. Drug 1: C1C(C(OC1N2C=C(C(=O)NC2=O)F)CO)O. (3) Synergy scores: CSS=47.5, Synergy_ZIP=-2.54, Synergy_Bliss=-6.29, Synergy_Loewe=-5.84, Synergy_HSA=-4.40. Drug 1: CC12CCC3C(C1CCC2NC(=O)OCC(F)(F)F)CCC4C3(C=CC(=O)N4C)C. Drug 2: CCC1(C2=C(COC1=O)C(=O)N3CC4=CC5=C(C=CC(=C5CN(C)C)O)N=C4C3=C2)O. Cell line: NCIH23.